Dataset: Full USPTO retrosynthesis dataset with 1.9M reactions from patents (1976-2016). Task: Predict the reactants needed to synthesize the given product. (1) Given the product [C:15]([Si:5]1([C:1]([CH3:4])([CH3:3])[CH3:2])[O:10][C@H:9]2[C@H:11]([OH:14])[CH2:12][O:13][C@@H:8]2[CH2:7][O:6]1)([CH3:18])([CH3:17])[CH3:16], predict the reactants needed to synthesize it. The reactants are: [C:1]([Si:5]1([C:15]([CH3:18])([CH3:17])[CH3:16])[O:10][C@H:9]2[C:11](=[O:14])[CH2:12][O:13][C@@H:8]2[CH2:7][O:6]1)([CH3:4])([CH3:3])[CH3:2].[BH4-].[Na+].CCOC(C)=O.CCCCCC. (2) Given the product [CH2:20]([O:17][C:12]1[C:11]([C:18]#[N:19])=[C:10]([CH2:9][O:8][Si:1]([C:4]([CH3:7])([CH3:6])[CH3:5])([CH3:3])[CH3:2])[CH:15]=[C:14]([CH3:16])[N:13]=1)[C:21]1[CH:26]=[CH:25][CH:24]=[CH:23][CH:22]=1, predict the reactants needed to synthesize it. The reactants are: [Si:1]([O:8][CH2:9][C:10]1[CH:15]=[C:14]([CH3:16])[NH:13][C:12](=[O:17])[C:11]=1[C:18]#[N:19])([C:4]([CH3:7])([CH3:6])[CH3:5])([CH3:3])[CH3:2].[CH2:20](Cl)[C:21]1[CH:26]=[CH:25][CH:24]=[CH:23][CH:22]=1. (3) The reactants are: B(F)(F)F.CCOCC.[C:10]([C:14]1[CH:15]=[C:16]([C:20]2(O)[CH2:25][CH2:24][C:23](=[CH2:26])[CH2:22][CH2:21]2)[CH:17]=[CH:18][CH:19]=1)([CH3:13])([CH3:12])[CH3:11].[N:28]([Si](C)(C)C)=[N+:29]=[N-:30].C(OCC)(=O)C. Given the product [N:28]([C:20]1([C:16]2[CH:17]=[CH:18][CH:19]=[C:14]([C:10]([CH3:13])([CH3:12])[CH3:11])[CH:15]=2)[CH2:25][CH2:24][C:23](=[CH2:26])[CH2:22][CH2:21]1)=[N+:29]=[N-:30], predict the reactants needed to synthesize it. (4) Given the product [CH3:50][O:49][C:48]1[CH:47]=[CH:46][C:45]([C:36]([O:27][CH2:26][C@H:23]2[O:22][C@@H:21]([N:28]3[CH:35]=[CH:34][C:32](=[O:33])[NH:31][C:29]3=[O:30])[C@H:20]([O:19][CH2:18][C:11]3[C:12]4[C:17]5=[C:16]6[C:15](=[CH:14][CH:13]=4)[C:2]([CH3:1])=[CH:3][CH:4]=[C:5]6[CH:6]=[CH:7][C:8]5=[CH:9][CH:10]=3)[C@@H:24]2[OH:25])([C:53]2[CH:54]=[CH:55][CH:56]=[CH:57][CH:58]=2)[C:37]2[CH:44]=[CH:43][C:40]([O:41][CH3:42])=[CH:39][CH:38]=2)=[CH:52][CH:51]=1, predict the reactants needed to synthesize it. The reactants are: [CH3:1][C:2]1[C:15]2[C:16]3=[C:17]4[C:8](=[CH:9][CH:10]=[C:11]([CH2:18][O:19][C@@H:20]5[C@H:24]([OH:25])[C@@H:23]([CH2:26][OH:27])[O:22][C@H:21]5[N:28]5[CH:35]=[CH:34][C:32](=[O:33])[NH:31][C:29]5=[O:30])[C:12]4=[CH:13][CH:14]=2)[CH:7]=[CH:6][C:5]3=[CH:4][CH:3]=1.[C:36](Cl)([C:53]1[CH:58]=[CH:57][CH:56]=[CH:55][CH:54]=1)([C:45]1[CH:52]=[CH:51][C:48]([O:49][CH3:50])=[CH:47][CH:46]=1)[C:37]1[CH:44]=[CH:43][C:40]([O:41][CH3:42])=[CH:39][CH:38]=1. (5) Given the product [OH:9][CH2:8][CH2:7][N:6]1[C:2]([NH:1][C:27]([C:28]2[CH:33]=[CH:32][CH:31]=[CH:30][CH:29]=2)([C:40]2[CH:41]=[CH:42][CH:43]=[CH:44][CH:45]=2)[C:34]2[CH:35]=[CH:36][CH:37]=[CH:38][CH:39]=2)=[C:3]([NH:10][C:11](=[O:19])[O:12][C:13]2[CH:14]=[CH:15][CH:16]=[CH:17][CH:18]=2)[CH:4]=[N:5]1, predict the reactants needed to synthesize it. The reactants are: [NH2:1][C:2]1[N:6]([CH2:7][CH2:8][OH:9])[N:5]=[CH:4][C:3]=1[NH:10][C:11](=[O:19])[O:12][C:13]1[CH:18]=[CH:17][CH:16]=[CH:15][CH:14]=1.C(N(CC)CC)C.[C:27](Cl)([C:40]1[CH:45]=[CH:44][CH:43]=[CH:42][CH:41]=1)([C:34]1[CH:39]=[CH:38][CH:37]=[CH:36][CH:35]=1)[C:28]1[CH:33]=[CH:32][CH:31]=[CH:30][CH:29]=1.O. (6) The reactants are: [Cl:1][C:2]1[CH:28]=[CH:27][C:5]([CH2:6][C:7]2[C:16]([OH:17])=[C:15]([C:18]([OH:20])=[O:19])[C:14]3[C:9](=[C:10]([C:21]4[CH:26]=CC=[CH:23][CH:22]=4)[CH:11]=[CH:12][CH:13]=3)[N:8]=2)=[CH:4][CH:3]=1.[O:29]1C=CC(C2C=CC=C3C=2NC(=O)C3=O)=C1.C(OCC(=O)CC1C=CC(Cl)=CC=1)(=O)C. Given the product [Cl:1][C:2]1[CH:3]=[CH:4][C:5]([CH2:6][C:7]2[C:16]([OH:17])=[C:15]([C:18]([OH:20])=[O:19])[C:14]3[C:9](=[C:10]([C:21]4[CH:22]=[CH:23][O:29][CH:26]=4)[CH:11]=[CH:12][CH:13]=3)[N:8]=2)=[CH:27][CH:28]=1, predict the reactants needed to synthesize it. (7) Given the product [NH2:13][C:9]1[C:8]([C:14]#[CH:15])=[C:7]([O:6][C:5]2[CH:16]=[CH:17][C:2]([NH:1][C:26]([NH:25][C:22]3[CH:23]=[CH:24][C:19]([F:18])=[CH:20][CH:21]=3)=[O:27])=[CH:3][CH:4]=2)[CH:12]=[CH:11][N:10]=1, predict the reactants needed to synthesize it. The reactants are: [NH2:1][C:2]1[CH:17]=[CH:16][C:5]([O:6][C:7]2[CH:12]=[CH:11][N:10]=[C:9]([NH2:13])[C:8]=2[C:14]#[CH:15])=[CH:4][CH:3]=1.[F:18][C:19]1[CH:24]=[CH:23][C:22]([N:25]=[C:26]=[O:27])=[CH:21][CH:20]=1.O1CCCC1.